Dataset: Forward reaction prediction with 1.9M reactions from USPTO patents (1976-2016). Task: Predict the product of the given reaction. (1) Given the reactants [CH:1]([O:4][C:5]1[CH:14]=[C:13]([C:15]([F:18])([F:17])[F:16])[C:12]2[C:7](=[CH:8][CH:9]=[C:10]3[NH:22][C@H:21]([CH:23]([CH3:25])[CH3:24])[CH2:20][O:19][C:11]3=2)[N:6]=1)([CH3:3])[CH3:2].[BH4-].[Na+].[C:28](O)(=O)[CH3:29], predict the reaction product. The product is: [CH2:28]([N:22]1[C:10]2[C:11](=[C:12]3[C:7](=[CH:8][CH:9]=2)[N:6]=[C:5]([O:4][CH:1]([CH3:3])[CH3:2])[CH:14]=[C:13]3[C:15]([F:18])([F:17])[F:16])[O:19][CH2:20][C@H:21]1[CH:23]([CH3:25])[CH3:24])[CH3:29]. (2) Given the reactants [Br:1][C:2]1[C:3]([NH:24][S:25]([CH3:28])(=[O:27])=[O:26])=[CH:4][C:5]2[O:9][C:8]([C:10]3[CH:15]=[CH:14][C:13]([F:16])=[CH:12][C:11]=3[F:17])=[C:7]([C:18]([O:20]CC)=[O:19])[C:6]=2[CH:23]=1.[Li+].[OH-].Cl, predict the reaction product. The product is: [Br:1][C:2]1[C:3]([NH:24][S:25]([CH3:28])(=[O:26])=[O:27])=[CH:4][C:5]2[O:9][C:8]([C:10]3[CH:15]=[CH:14][C:13]([F:16])=[CH:12][C:11]=3[F:17])=[C:7]([C:18]([OH:20])=[O:19])[C:6]=2[CH:23]=1.